This data is from Peptide-MHC class I binding affinity with 185,985 pairs from IEDB/IMGT. The task is: Regression. Given a peptide amino acid sequence and an MHC pseudo amino acid sequence, predict their binding affinity value. This is MHC class I binding data. (1) The peptide sequence is TEETFKLSY. The MHC is HLA-A23:01 with pseudo-sequence HLA-A23:01. The binding affinity (normalized) is 0. (2) The peptide sequence is NVKSKLLWFL. The MHC is HLA-A02:03 with pseudo-sequence HLA-A02:03. The binding affinity (normalized) is 0.404. (3) The peptide sequence is ILIYNGWYA. The MHC is HLA-B35:01 with pseudo-sequence HLA-B35:01. The binding affinity (normalized) is 0. (4) The peptide sequence is LAIVTTPLV. The MHC is HLA-B39:01 with pseudo-sequence HLA-B39:01. The binding affinity (normalized) is 0.0847. (5) The peptide sequence is LALEVAQQK. The MHC is HLA-B07:02 with pseudo-sequence HLA-B07:02. The binding affinity (normalized) is 0. (6) The peptide sequence is ALMRWRHPR. The MHC is HLA-A31:01 with pseudo-sequence HLA-A31:01. The binding affinity (normalized) is 0.839.